Task: Predict which catalyst facilitates the given reaction.. Dataset: Catalyst prediction with 721,799 reactions and 888 catalyst types from USPTO Reactant: [Cl:1][C:2]1[CH:7]=[C:6]([C:8](C#N)([CH3:14])[C:9]([O:11]CC)=[O:10])[CH:5]=[CH:4][N:3]=1. Product: [Cl:1][C:2]1[CH:7]=[C:6]([CH:8]([CH3:14])[C:9]([OH:11])=[O:10])[CH:5]=[CH:4][N:3]=1. The catalyst class is: 33.